From a dataset of Catalyst prediction with 721,799 reactions and 888 catalyst types from USPTO. Predict which catalyst facilitates the given reaction. (1) Reactant: [Cl:1][C:2]1[CH:10]=[C:9]2[C:5]([C:6]([C:12]3[N:13]=[C:14]4[C:20]([C:21](O)=[O:22])=[CH:19][NH:18][C:15]4=[N:16][CH:17]=3)=[N:7][N:8]2[CH3:11])=[CH:4][CH:3]=1.[C:24]1([C:30]([NH2:33])([CH3:32])[CH3:31])[CH:29]=[CH:28][CH:27]=[CH:26][CH:25]=1.CCN=C=NCCCN(C)C.CN(C(ON1N=NC2C=CC=NC1=2)=[N+](C)C)C.F[P-](F)(F)(F)(F)F.CCN(C(C)C)C(C)C. Product: [Cl:1][C:2]1[CH:10]=[C:9]2[C:5]([C:6]([C:12]3[N:13]=[C:14]4[C:20]([C:21]([NH:33][C:30]([C:24]5[CH:29]=[CH:28][CH:27]=[CH:26][CH:25]=5)([CH3:32])[CH3:31])=[O:22])=[CH:19][NH:18][C:15]4=[N:16][CH:17]=3)=[N:7][N:8]2[CH3:11])=[CH:4][CH:3]=1. The catalyst class is: 241. (2) Reactant: [CH3:1][N:2]1[CH2:7][CH2:6][C:5]2[N:8]=[C:9]([C:11]([O-:13])=[O:12])[S:10][C:4]=2[CH2:3]1.[Li+].[ClH:15]. Product: [ClH:15].[CH3:1][N:2]1[CH2:7][CH2:6][C:5]2[N:8]=[C:9]([C:11]([OH:13])=[O:12])[S:10][C:4]=2[CH2:3]1. The catalyst class is: 8. (3) Reactant: [Cl:1][C:2]1[CH:7]=[CH:6][C:5]([S:8][C:9]2[C:10]([C:21]3[CH:26]=[CH:25][C:24]([C:27]4[N:31]=[C:30]([C:32]([O:34]C)=O)[O:29][N:28]=4)=[CH:23][CH:22]=3)=[N:11][N:12]([C:14]3[CH:19]=[CH:18][C:17]([F:20])=[CH:16][CH:15]=3)[CH:13]=2)=[CH:4][CH:3]=1.[CH2:36]([NH2:38])[CH3:37].C(N(C(C)C)CC)(C)C.C(N=C=NC(C)C)(C)C. Product: [Cl:1][C:2]1[CH:7]=[CH:6][C:5]([S:8][C:9]2[C:10]([C:21]3[CH:26]=[CH:25][C:24]([C:27]4[N:31]=[C:30]([C:32]([NH:38][CH2:36][CH3:37])=[O:34])[O:29][N:28]=4)=[CH:23][CH:22]=3)=[N:11][N:12]([C:14]3[CH:19]=[CH:18][C:17]([F:20])=[CH:16][CH:15]=3)[CH:13]=2)=[CH:4][CH:3]=1. The catalyst class is: 31. (4) Reactant: C[O:2][C:3](=[O:32])[CH2:4][CH2:5][CH2:6][CH2:7]/[CH:8]=[C:9](\[CH2:20][O:21][C:22]1[C:31]2[C:26](=[CH:27][CH:28]=[CH:29][CH:30]=2)[CH:25]=[CH:24][CH:23]=1)/[CH2:10][NH:11][CH2:12][CH2:13][N:14]1[CH2:19][CH2:18][O:17][CH2:16][CH2:15]1.O.[OH-].[Li+]. Product: [O:17]1[CH2:18][CH2:19][N:14]([CH2:13][CH2:12][NH:11][CH2:10]/[C:9](/[CH2:20][O:21][C:22]2[C:31]3[C:26](=[CH:27][CH:28]=[CH:29][CH:30]=3)[CH:25]=[CH:24][CH:23]=2)=[CH:8]/[CH2:7][CH2:6][CH2:5][CH2:4][C:3]([OH:32])=[O:2])[CH2:15][CH2:16]1. The catalyst class is: 30.